Dataset: Catalyst prediction with 721,799 reactions and 888 catalyst types from USPTO. Task: Predict which catalyst facilitates the given reaction. (1) Reactant: S([CH2:11][N+:12]#[C-:13])(C1C=CC(C)=CC=1)(=O)=O.[N:14]1([CH2:19][CH2:20][CH2:21][O:22][C:23]2[CH:28]=[CH:27][C:26]([C:29]3([CH:35]=[O:36])[CH2:34][CH2:33][O:32][CH2:31][CH2:30]3)=[CH:25][CH:24]=2)[CH2:18][CH2:17][CH2:16][CH2:15]1.C(=O)([O-])[O-].[K+].[K+]. Product: [N:14]1([CH2:19][CH2:20][CH2:21][O:22][C:23]2[CH:28]=[CH:27][C:26]([C:29]3([C:35]4[O:36][CH:13]=[N:12][CH:11]=4)[CH2:30][CH2:31][O:32][CH2:33][CH2:34]3)=[CH:25][CH:24]=2)[CH2:18][CH2:17][CH2:16][CH2:15]1. The catalyst class is: 5. (2) Reactant: [CH3:1][N:2]([CH3:10])[C:3]1[CH:4]=[C:5]([CH3:9])[CH:6]=[CH:7][CH:8]=1.[CH3:11][I:12]. Product: [I-:12].[CH3:1][N+:2]([CH3:11])([CH3:10])[C:3]1[CH:4]=[C:5]([CH3:9])[CH:6]=[CH:7][CH:8]=1. The catalyst class is: 68. (3) Reactant: [CH3:1][N:2]([CH3:27])[CH2:3][CH2:4][O:5][C:6]1[CH:7]=[C:8]2[C:13](=[CH:14][CH:15]=1)[CH:12]=[C:11]([C:16]([C:18]1[CH:19]=[C:20]([CH:23]=[CH:24][C:25]=1F)[C:21]#[N:22])=O)[CH:10]=[CH:9]2.O.[NH2:29][NH2:30]. Product: [CH3:1][N:2]([CH3:27])[CH2:3][CH2:4][O:5][C:6]1[CH:7]=[C:8]2[C:13](=[CH:14][CH:15]=1)[CH:12]=[C:11]([C:16]1[C:18]3[C:25](=[CH:24][CH:23]=[C:20]([C:21]#[N:22])[CH:19]=3)[NH:30][N:29]=1)[CH:10]=[CH:9]2. The catalyst class is: 11. (4) Reactant: F[C:2](F)(F)[C:3](O)=[O:4].[NH2:8][C:9]1[NH:13][N:12]=[C:11]([NH:14][C:15]2[CH:20]=[C:19]([C:21]([F:24])([F:23])[F:22])[C:18]([C:25]3[CH:30]=[CH:29][C:28]([O:31][CH3:32])=[C:27]([S:33]([NH:36][CH:37]4[CH2:42][CH2:41][NH:40][CH2:39][CH2:38]4)(=[O:35])=[O:34])[CH:26]=3)=[C:17]([Cl:43])[CH:16]=2)[N:10]=1.C([O-])(O)=O.[Na+].C(OC(=O)C)(=O)C. Product: [C:3]([N:40]1[CH2:41][CH2:42][CH:37]([NH:36][S:33]([C:27]2[CH:26]=[C:25]([C:18]3[C:17]([Cl:43])=[CH:16][C:15]([NH:14][C:11]4[N:10]=[C:9]([NH2:8])[NH:13][N:12]=4)=[CH:20][C:19]=3[C:21]([F:22])([F:24])[F:23])[CH:30]=[CH:29][C:28]=2[O:31][CH3:32])(=[O:35])=[O:34])[CH2:38][CH2:39]1)(=[O:4])[CH3:2]. The catalyst class is: 1.